From a dataset of Reaction yield outcomes from USPTO patents with 853,638 reactions. Predict the reaction yield, written as a fraction of the theoretical maximum amount of product (1.0 means a 100% yield; for example, 0.34 means a 34% yield). The reactants are [C:1]([C:3]1[C:4]([F:14])=[C:5]([O:12][CH3:13])[CH:6]=[C:7]([O:10][CH3:11])[C:8]=1[F:9])#[CH:2].Br[C:16]1[N:17]=[C:18]2[CH:24]=[CH:23][N:22]([S:25]([C:28]3[CH:33]=[CH:32][CH:31]=[CH:30][CH:29]=3)(=[O:27])=[O:26])[C:19]2=[N:20][CH:21]=1.C(N(CC)CC)C. The catalyst is CN(C)C=O.[Cu]I.Cl[Pd](Cl)([P](C1C=CC=CC=1)(C1C=CC=CC=1)C1C=CC=CC=1)[P](C1C=CC=CC=1)(C1C=CC=CC=1)C1C=CC=CC=1. The product is [F:14][C:4]1[C:5]([O:12][CH3:13])=[CH:6][C:7]([O:10][CH3:11])=[C:8]([F:9])[C:3]=1[C:1]#[C:2][C:16]1[N:17]=[C:18]2[CH:24]=[CH:23][N:22]([S:25]([C:28]3[CH:33]=[CH:32][CH:31]=[CH:30][CH:29]=3)(=[O:27])=[O:26])[C:19]2=[N:20][CH:21]=1. The yield is 0.630.